From a dataset of Catalyst prediction with 721,799 reactions and 888 catalyst types from USPTO. Predict which catalyst facilitates the given reaction. (1) Reactant: [H-].[Na+].[Br:3][C:4]1[C:9]([F:10])=[CH:8][C:7]([N+:11]([O-:13])=[O:12])=[C:6](F)[CH:5]=1.[CH3:15][OH:16]. Product: [Br:3][C:4]1[C:9]([F:10])=[CH:8][C:7]([N+:11]([O-:13])=[O:12])=[C:6]([O:16][CH3:15])[CH:5]=1. The catalyst class is: 1. (2) Reactant: [CH:1]1([N:5]2[CH2:11][CH2:10][CH2:9][N:8]([C:12]([CH:14]3[CH2:17][C:16](=[O:18])[CH2:15]3)=[O:13])[CH2:7][CH2:6]2)[CH2:4][CH2:3][CH2:2]1.[BH4-].[Na+]. Product: [CH:1]1([N:5]2[CH2:11][CH2:10][CH2:9][N:8]([C:12]([C@@H:14]3[CH2:17][C@H:16]([OH:18])[CH2:15]3)=[O:13])[CH2:7][CH2:6]2)[CH2:4][CH2:3][CH2:2]1. The catalyst class is: 5. (3) Reactant: C([N:4](C(C)C)CC)(C)C.[CH2:10]([O:17][C:18](=[O:38])[CH:19]([C:24]1[CH:29]=[CH:28][C:27]([O:30][Si](C(C)(C)C)(C)C)=[CH:26][CH:25]=1)[CH2:20][C:21](O)=[O:22])[C:11]1[CH:16]=[CH:15][CH:14]=[CH:13][CH:12]=1.[Cl-].[NH4+].CN(C(ON1N=NC2C=CC=NC1=2)=[N+](C)C)C.F[P-](F)(F)(F)(F)F. Product: [NH2:4][C:21](=[O:22])[CH2:20][CH:19]([C:24]1[CH:29]=[CH:28][C:27]([OH:30])=[CH:26][CH:25]=1)[C:18]([O:17][CH2:10][C:11]1[CH:16]=[CH:15][CH:14]=[CH:13][CH:12]=1)=[O:38]. The catalyst class is: 9. (4) Reactant: [CH3:1][O:2][CH2:3][CH:4]1[CH2:9][N:8](C(OC(C)(C)C)=O)[CH2:7][CH2:6][N:5]1C(OC(C)(C)C)=O.[F:24][C:25]([F:30])([F:29])[C:26]([OH:28])=[O:27]. Product: [F:24][C:25]([F:30])([F:29])[C:26]([OH:28])=[O:27].[CH3:1][O:2][CH2:3][CH:4]1[CH2:9][NH:8][CH2:7][CH2:6][NH:5]1. The catalyst class is: 4. (5) Reactant: [OH:1][C:2]1[CH:3]=[C:4]([CH:8]=[CH:9][CH:10]=1)[C:5]([OH:7])=O.CN1CCOCC1.[N:18]1([CH2:23][CH2:24][CH2:25][S:26]([C:29]2[CH:34]=[CH:33][C:32]([NH:35][C:36]3[N:41]=[CH:40][C:39]([NH2:42])=[CH:38][N:37]=3)=[CH:31][CH:30]=2)(=[O:28])=[O:27])[CH2:22][CH2:21][CH2:20][CH2:19]1.CN(C=O)C. Product: [OH:1][C:2]1[CH:3]=[C:4]([CH:8]=[CH:9][CH:10]=1)[C:5]([NH:42][C:39]1[CH:40]=[N:41][C:36]([NH:35][C:32]2[CH:33]=[CH:34][C:29]([S:26]([CH2:25][CH2:24][CH2:23][N:18]3[CH2:22][CH2:21][CH2:20][CH2:19]3)(=[O:27])=[O:28])=[CH:30][CH:31]=2)=[N:37][CH:38]=1)=[O:7]. The catalyst class is: 2.